From a dataset of Forward reaction prediction with 1.9M reactions from USPTO patents (1976-2016). Predict the product of the given reaction. (1) The product is: [Br:1][C:2]1[CH:3]=[CH:4][C:5]2[O:9][C:8]([C:10](=[O:12])[NH2:11])=[C:7]([NH:13][C:14]([C:16]3[CH:17]=[C:42]4[C:37](=[CH:38][CH:19]=3)[CH2:36][N:35]([C:33]([O:32][C:28]([CH3:31])([CH3:30])[CH3:29])=[O:34])[CH2:44][CH2:43]4)=[O:15])[C:6]=2[CH:27]=1. Given the reactants [Br:1][C:2]1[CH:3]=[CH:4][C:5]2[O:9][C:8]([C:10](=[O:12])[NH2:11])=[C:7]([NH:13][C:14]([CH:16]3[CH2:19]N(C(OC(C)(C)C)=O)[CH2:17]3)=[O:15])[C:6]=2[CH:27]=1.[C:28]([O:32][C:33]([N:35]1[CH2:44][CH2:43][C:42]2[C:37](=[CH:38]C=C(C(O)=O)C=2)[CH2:36]1)=[O:34])([CH3:31])([CH3:30])[CH3:29].C(N1CC(C(O)=O)C1)(OC(C)(C)C)=O, predict the reaction product. (2) Given the reactants C[Si]([N-][Si](C)(C)C)(C)C.[Li+].C[O:12][C:13]([C:15]1[C:23]2[C:18](=[N:19][CH:20]=[C:21]([Cl:24])[CH:22]=2)[N:17]([S:25]([C:28]2[CH:33]=[CH:32][CH:31]=[CH:30][CH:29]=2)(=[O:27])=[O:26])[C:16]=1[CH2:34][N:35]([CH2:46][C:47]#[N:48])S(C1C=CC(C)=CC=1)(=O)=O)=O, predict the reaction product. The product is: [C:28]1([S:25]([N:17]2[C:16]3[CH:34]=[N:35][C:46]([C:47]#[N:48])=[C:13]([OH:12])[C:15]=3[C:23]3[CH:22]=[C:21]([Cl:24])[CH:20]=[N:19][C:18]2=3)(=[O:27])=[O:26])[CH:29]=[CH:30][CH:31]=[CH:32][CH:33]=1. (3) Given the reactants [C:1](=[O:22])(OC1C=CC([N+]([O-])=O)=CC=1)[O:2][CH2:3][CH2:4][N:5]1[CH2:10][CH2:9][N:8]([CH3:11])[CH2:7][CH2:6]1.CCN(C(C)C)C(C)C.[NH:32]1[C:41]2[C:36](=[CH:37][CH:38]=[CH:39][CH:40]=2)[CH2:35][CH2:34][CH2:33]1, predict the reaction product. The product is: [N:32]1([C:1]([O:2][CH2:3][CH2:4][N:5]2[CH2:6][CH2:7][N:8]([CH3:11])[CH2:9][CH2:10]2)=[O:22])[C:41]2[C:36](=[CH:37][CH:38]=[CH:39][CH:40]=2)[CH2:35][CH2:34][CH2:33]1. (4) Given the reactants [C:1]([C:5]1[CH:6]=[C:7]([NH:36][S:37]([CH3:40])(=[O:39])=[O:38])[C:8]([O:34][CH3:35])=[C:9]([NH:11][C:12]([C:14]2[N:15]([CH3:33])[C:16]3[C:21]([CH:22]=2)=[CH:20][CH:19]=[CH:18][C:17]=3[CH2:23][N:24]2[CH2:29][CH2:28][CH:27]([C:30]([OH:32])=O)[CH2:26][CH2:25]2)=[O:13])[CH:10]=1)([CH3:4])([CH3:3])[CH3:2].[CH3:41][N:42]1[CH2:47][CH2:46][NH:45][CH2:44][CH2:43]1, predict the reaction product. The product is: [C:1]([C:5]1[CH:6]=[C:7]([NH:36][S:37]([CH3:40])(=[O:38])=[O:39])[C:8]([O:34][CH3:35])=[C:9]([NH:11][C:12]([C:14]2[N:15]([CH3:33])[C:16]3[C:21]([CH:22]=2)=[CH:20][CH:19]=[CH:18][C:17]=3[CH2:23][N:24]2[CH2:29][CH2:28][CH:27]([C:30]([N:45]3[CH2:46][CH2:47][N:42]([CH3:41])[CH2:43][CH2:44]3)=[O:32])[CH2:26][CH2:25]2)=[O:13])[CH:10]=1)([CH3:3])([CH3:4])[CH3:2]. (5) Given the reactants [CH2:1]([N:8]([CH2:13][C:14]([OH:16])=[O:15])[CH2:9][C:10]([OH:12])=O)[C:2]1[CH:7]=[CH:6][CH:5]=[CH:4][CH:3]=1.C(OC(=O)C)(=O)C.[CH:24]1[CH:29]=[CH:28][C:27]([CH2:30][CH2:31][NH2:32])=[CH:26][CH:25]=1, predict the reaction product. The product is: [CH2:1]([N:8]([CH2:9][C:10]([NH:32][CH2:31][CH2:30][C:27]1[CH:28]=[CH:29][CH:24]=[CH:25][CH:26]=1)=[O:12])[CH2:13][C:14]([OH:16])=[O:15])[C:2]1[CH:3]=[CH:4][CH:5]=[CH:6][CH:7]=1. (6) Given the reactants [F:1][C:2]1[CH:7]=[CH:6][CH:5]=[C:4]([F:8])[C:3]=1[C:9]1[O:10][C:11]([NH:19][C:20]2[CH:25]=[CH:24][CH:23]=[CH:22][CH:21]=2)=[C:12]([C:14]([O:16]CC)=[O:15])[N:13]=1.[OH-].C[Sn+](C)C, predict the reaction product. The product is: [F:1][C:2]1[CH:7]=[CH:6][CH:5]=[C:4]([F:8])[C:3]=1[C:9]1[O:10][C:11]([NH:19][C:20]2[CH:25]=[CH:24][CH:23]=[CH:22][CH:21]=2)=[C:12]([C:14]([OH:16])=[O:15])[N:13]=1. (7) Given the reactants [Cl:1][C:2]1[CH:7]=[CH:6][CH:5]=[CH:4][C:3]=1[NH:8][C:9](=[O:35])[NH:10][C:11]1[CH:12]=[CH:13][C:14]([C:17]2[CH:25]=[C:24]3[C:20]([CH2:21][N:22]([C@@H:27]([CH:32]([CH3:34])[CH3:33])[C:28]([O:30]C)=[O:29])[C:23]3=[O:26])=[CH:19][CH:18]=2)=[N:15][CH:16]=1.CO.[Li+].[OH-].Cl, predict the reaction product. The product is: [Cl:1][C:2]1[CH:7]=[CH:6][CH:5]=[CH:4][C:3]=1[NH:8][C:9](=[O:35])[NH:10][C:11]1[CH:12]=[CH:13][C:14]([C:17]2[CH:25]=[C:24]3[C:20]([CH2:21][N:22]([C@@H:27]([CH:32]([CH3:33])[CH3:34])[C:28]([OH:30])=[O:29])[C:23]3=[O:26])=[CH:19][CH:18]=2)=[N:15][CH:16]=1. (8) Given the reactants [C:1]([O:5][C:6]([C:8]1[C:13]([N+:14]([O-:16])=[O:15])=[CH:12][C:11](Br)=[CH:10][N:9]=1)=[O:7])([CH3:4])([CH3:3])[CH3:2].O.[CH3:19][N:20](C=O)C, predict the reaction product. The product is: [C:1]([O:5][C:6]([C:8]1[C:13]([N+:14]([O-:16])=[O:15])=[CH:12][C:11]([C:19]#[N:20])=[CH:10][N:9]=1)=[O:7])([CH3:4])([CH3:3])[CH3:2].